This data is from Peptide-MHC class I binding affinity with 185,985 pairs from IEDB/IMGT. The task is: Regression. Given a peptide amino acid sequence and an MHC pseudo amino acid sequence, predict their binding affinity value. This is MHC class I binding data. (1) The peptide sequence is GQMPRQTGGF. The MHC is HLA-B27:05 with pseudo-sequence HLA-B27:05. The binding affinity (normalized) is 0.565. (2) The peptide sequence is SEDEDEDEV. The MHC is Mamu-A11 with pseudo-sequence Mamu-A11. The binding affinity (normalized) is 0. (3) The peptide sequence is HEEFTTNYL. The MHC is HLA-B35:01 with pseudo-sequence HLA-B35:01. The binding affinity (normalized) is 0.0847. (4) The peptide sequence is QELLMGSFGI. The MHC is H-2-Kk with pseudo-sequence H-2-Kk. The binding affinity (normalized) is 0.962. (5) The peptide sequence is TFDVAPSRL. The MHC is HLA-C05:01 with pseudo-sequence HLA-C05:01. The binding affinity (normalized) is 0.0847. (6) The peptide sequence is RPVVLTGGT. The binding affinity (normalized) is 0.571. The MHC is HLA-A24:02 with pseudo-sequence HLA-A24:02. (7) The peptide sequence is LRQRLLRA. The MHC is Mamu-B03 with pseudo-sequence Mamu-B03. The binding affinity (normalized) is 0.441.